This data is from Forward reaction prediction with 1.9M reactions from USPTO patents (1976-2016). The task is: Predict the product of the given reaction. (1) Given the reactants [OH:1][C:2]1[CH:3]=[C:4]([CH:7]=[CH:8][CH:9]=1)[C:5]#[N:6].[I:10]Cl.O, predict the reaction product. The product is: [OH:1][C:2]1[CH:9]=[CH:8][C:7]([I:10])=[C:4]([CH:3]=1)[C:5]#[N:6]. (2) Given the reactants [NH:1]1[CH2:4][CH:3]([S:5][C:6]2[CH:17]=[CH:16][C:9]([CH2:10][N:11]3[CH2:15][CH2:14][CH2:13][CH2:12]3)=[CH:8][CH:7]=2)[CH2:2]1.[CH3:18][O:19][C:20]1[CH:25]=[CH:24][C:23]([C:26]2[O:30][C:29]([C:31](OCC)=[O:32])=[N:28][N:27]=2)=[CH:22][CH:21]=1, predict the reaction product. The product is: [CH3:18][O:19][C:20]1[CH:21]=[CH:22][C:23]([C:26]2[O:30][C:29]([C:31]([N:1]3[CH2:2][CH:3]([S:5][C:6]4[CH:17]=[CH:16][C:9]([CH2:10][N:11]5[CH2:12][CH2:13][CH2:14][CH2:15]5)=[CH:8][CH:7]=4)[CH2:4]3)=[O:32])=[N:28][N:27]=2)=[CH:24][CH:25]=1. (3) Given the reactants C([O:3][C:4]([CH:6]1[CH2:15][CH2:14][C:13]2[C:8](=[CH:9][CH:10]=[CH:11][CH:12]=2)[NH:7]1)=O)C.[H-].[H-].[H-].[H-].[Li+].[Al+3].[O-]S([O-])(=O)=O.[Na+].[Na+].N1C=CC=CC=1.[Cl:35][C:36]1[CH:37]=[C:38]([S:43](Cl)(=[O:45])=[O:44])[CH:39]=[CH:40][C:41]=1[Cl:42].[H-].[Na+].C(OC(=O)CBr)(C)(C)C.[C:58]([OH:64])([C:60](F)(F)F)=[O:59], predict the reaction product. The product is: [Cl:35][C:36]1[CH:37]=[C:38]([S:43]([N:7]2[C:8]3[C:13](=[CH:12][CH:11]=[CH:10][CH:9]=3)[CH2:14][CH2:15][CH:6]2[CH2:4][O:3][CH2:60][C:58]([OH:64])=[O:59])(=[O:45])=[O:44])[CH:39]=[CH:40][C:41]=1[Cl:42]. (4) Given the reactants C1COCC1.I[C:7]1[CH:17]=[CH:16][C:10]([C:11]([O:13][CH2:14][CH3:15])=[O:12])=[CH:9][CH:8]=1.[C:18]([C:20]1[CH:27]=[CH:26][C:23]([CH:24]=[O:25])=[CH:22][CH:21]=1)#[CH:19], predict the reaction product. The product is: [CH:24]([C:23]1[CH:26]=[CH:27][C:20]([C:18]#[C:19][C:7]2[CH:17]=[CH:16][C:10]([C:11]([O:13][CH2:14][CH3:15])=[O:12])=[CH:9][CH:8]=2)=[CH:21][CH:22]=1)=[O:25].